The task is: Predict the reaction yield, written as a fraction of the theoretical maximum amount of product (1.0 means a 100% yield; for example, 0.34 means a 34% yield).. This data is from Reaction yield outcomes from USPTO patents with 853,638 reactions. (1) The reactants are Cl.[F:2][C:3]([F:14])([F:13])[O:4][C:5]1[CH:10]=[CH:9][C:8]([NH:11][NH2:12])=[CH:7][CH:6]=1.Cl[CH2:16][CH2:17][C:18](Cl)=[O:19].CCN(C(C)C)C(C)C. The catalyst is C1COCC1. The product is [F:2][C:3]([F:13])([F:14])[O:4][C:5]1[CH:6]=[CH:7][C:8]([N:11]2[CH2:16][CH2:17][C:18](=[O:19])[NH:12]2)=[CH:9][CH:10]=1. The yield is 0.370. (2) The reactants are [F:1][C:2]1[CH:15]=[CH:14][CH:13]=[CH:12][C:3]=1[O:4][C:5]1[CH:10]=[CH:9][C:8](N)=[CH:7][CH:6]=1.C(I)[I:17].CC#N.N(OCCCCC)=O. The catalyst is CCOC(C)=O. The product is [F:1][C:2]1[CH:15]=[CH:14][CH:13]=[CH:12][C:3]=1[O:4][C:5]1[CH:10]=[CH:9][C:8]([I:17])=[CH:7][CH:6]=1. The yield is 0.510. (3) The reactants are [OH:1][C:2]1[C:7]([N+:8]([O-:10])=[O:9])=[CH:6][CH:5]=[CH:4][N:3]=1.[F:11][C:12]1[CH:17]=[CH:16][C:15](B(O)O)=[CH:14][CH:13]=1.N1C=CC=CC=1.O. The catalyst is O1CCOCC1.C([O-])(=O)C.[Cu+2].C([O-])(=O)C. The product is [F:11][C:12]1[CH:17]=[CH:16][C:15]([N:3]2[CH:4]=[CH:5][CH:6]=[C:7]([N+:8]([O-:10])=[O:9])[C:2]2=[O:1])=[CH:14][CH:13]=1. The yield is 0.870. (4) The reactants are [C:1]([O:5][C:6](=[O:14])[NH:7][CH:8]1[CH2:13][CH2:12][NH:11][CH2:10][CH2:9]1)([CH3:4])([CH3:3])[CH3:2].[CH2:15]([O:17][C:18]1[CH:19]=[C:20]([CH:23]=[CH:24][C:25]=1[O:26][CH3:27])[CH:21]=O)[CH3:16].C(O)(=O)C.C([BH3-])#N.[Na+]. The catalyst is C(O)C. The product is [C:1]([O:5][C:6](=[O:14])[NH:7][CH:8]1[CH2:13][CH2:12][N:11]([CH2:21][C:20]2[CH:23]=[CH:24][C:25]([O:26][CH3:27])=[C:18]([O:17][CH2:15][CH3:16])[CH:19]=2)[CH2:10][CH2:9]1)([CH3:4])([CH3:2])[CH3:3]. The yield is 0.530. (5) The reactants are C1C=CC2N(O)N=[N:7]C=2C=1.[CH3:11][N:12]([CH2:14][C:15]1[C:16]([O:24][C:25]2[CH:30]=[CH:29][C:28]([O:31][C:32]([F:35])([F:34])[F:33])=[CH:27][CH:26]=2)=[N:17][CH:18]=[C:19]([CH:23]=1)[C:20]([OH:22])=O)[CH3:13]. The catalyst is C(Cl)Cl. The product is [CH3:11][N:12]([CH2:14][C:15]1[C:16]([O:24][C:25]2[CH:26]=[CH:27][C:28]([O:31][C:32]([F:33])([F:34])[F:35])=[CH:29][CH:30]=2)=[N:17][CH:18]=[C:19]([CH:23]=1)[C:20]([NH2:7])=[O:22])[CH3:13]. The yield is 0.570. (6) The reactants are [CH3:1][C:2]1[O:6][N:5]=[C:4]([C:7]2[CH:12]=[CH:11][CH:10]=[CH:9][CH:8]=2)[C:3]=1[CH2:13][O:14][C:15]1[CH:23]=[CH:22][C:18]([C:19]([OH:21])=O)=[CH:17][N:16]=1.[NH2:24][CH2:25][CH:26]1[CH2:28][CH2:27]1. No catalyst specified. The product is [CH:26]1([CH2:25][NH:24][C:19](=[O:21])[C:18]2[CH:22]=[CH:23][C:15]([O:14][CH2:13][C:3]3[C:4]([C:7]4[CH:8]=[CH:9][CH:10]=[CH:11][CH:12]=4)=[N:5][O:6][C:2]=3[CH3:1])=[N:16][CH:17]=2)[CH2:28][CH2:27]1. The yield is 0.780. (7) The reactants are [CH:1]([C:3]1[C:7]([C:8]([F:11])([F:10])[F:9])=[C:6]([C:12]([O:14][CH2:15][CH3:16])=[O:13])[N:5]([CH3:17])[N:4]=1)=[O:2].[CH:18]1([Mg]Br)[CH2:20][CH2:19]1.[Cl-].[NH4+]. The catalyst is O1CCCC1. The product is [CH:18]1([CH:1]([OH:2])[C:3]2[C:7]([C:8]([F:11])([F:10])[F:9])=[C:6]([C:12]([O:14][CH2:15][CH3:16])=[O:13])[N:5]([CH3:17])[N:4]=2)[CH2:20][CH2:19]1. The yield is 0.310. (8) The yield is 0.810. The reactants are Br[C:2]1[CH:3]=[C:4]([N:8]2[CH:13]=[C:12]([O:14]CC3C=CC(OC)=CC=3)[C:11](=[O:24])[CH:10]=[C:9]2[CH:25]([OH:30])[C:26]([F:29])([F:28])[F:27])[CH:5]=[CH:6][CH:7]=1.[N:31]1[C:40]2[C:35](=[C:36](B(O)O)[CH:37]=[CH:38][CH:39]=2)[CH:34]=[CH:33][CH:32]=1.[Na+].O.S(C1C=C(P(C2C=CC=C(S([O-])(=O)=O)C=2)C2C=CC=C(S([O-])(=O)=O)C=2)C=CC=1)([O-])(=O)=O.[Na+].[Na+].C(NC(C)C)(C)C. The product is [OH:14][C:12]1[C:11](=[O:24])[CH:10]=[C:9]([CH:25]([OH:30])[C:26]([F:29])([F:27])[F:28])[N:8]([C:4]2[CH:5]=[CH:6][CH:7]=[C:2]([C:36]3[CH:37]=[CH:38][CH:39]=[C:40]4[C:35]=3[CH:34]=[CH:33][CH:32]=[N:31]4)[CH:3]=2)[CH:13]=1. The catalyst is C([O-])(=O)C.[Pd+2].C([O-])(=O)C.O.CN(C=O)C. (9) The reactants are [CH3:1][O:2][CH2:3][O:4][C:5]1[C:14]2[C:13]([CH3:16])([CH3:15])[CH2:12][CH2:11][C:10]([CH3:18])([CH3:17])[C:9]=2[CH:8]=[CH:7][C:6]=1B(O)O.Br[C:23]1[CH:24]=[C:25]([CH:31]=[CH:32][CH:33]=1)[CH:26]=[CH:27][C:28]([OH:30])=[O:29]. The catalyst is CCCCCCC. The product is [CH3:1][O:2][CH2:3][O:4][C:5]1[C:14]2[C:13]([CH3:16])([CH3:15])[CH2:12][CH2:11][C:10]([CH3:18])([CH3:17])[C:9]=2[CH:8]=[CH:7][C:6]=1[C:32]1[CH:31]=[C:25]([CH:26]=[CH:27][C:28]([OH:30])=[O:29])[CH:24]=[CH:23][CH:33]=1. The yield is 0.620.